Dataset: Catalyst prediction with 721,799 reactions and 888 catalyst types from USPTO. Task: Predict which catalyst facilitates the given reaction. (1) Reactant: [H-].[Na+].[CH2:3]([N:10]1[CH2:23][CH2:22][C:13]2([C:21]3[C:16](=[N:17][CH:18]=[CH:19][CH:20]=3)[NH:15][CH2:14]2)[CH2:12][CH2:11]1)[C:4]1[CH:9]=[CH:8][CH:7]=[CH:6][CH:5]=1.I[CH3:25]. Product: [CH2:3]([N:10]1[CH2:23][CH2:22][C:13]2([C:21]3[C:16](=[N:17][CH:18]=[CH:19][CH:20]=3)[N:15]([CH3:25])[CH2:14]2)[CH2:12][CH2:11]1)[C:4]1[CH:5]=[CH:6][CH:7]=[CH:8][CH:9]=1. The catalyst class is: 3. (2) Reactant: [Br:1][C:2]1[CH:3]=[CH:4][C:5]([Cl:11])=[C:6]([CH:10]=1)[C:7]([OH:9])=O.C(Cl)(=O)C(Cl)=O.[C:18]1([O:24][CH3:25])[CH:23]=[CH:22][CH:21]=[CH:20][CH:19]=1.[Al+3].[Cl-].[Cl-].[Cl-]. Product: [Br:1][C:2]1[CH:3]=[CH:4][C:5]([Cl:11])=[C:6]([CH:10]=1)[C:7]([C:21]1[CH:22]=[CH:23][C:18]([O:24][CH3:25])=[CH:19][CH:20]=1)=[O:9]. The catalyst class is: 59. (3) Reactant: [OH:1][C:2]1[C:11]2[C:6](=[N:7][CH:8]=[CH:9][CH:10]=2)[N:5]([C:12]2[CH:17]=[CH:16][CH:15]=[CH:14][CH:13]=2)[C:4](=[O:18])[CH:3]=1.[H-].[Na+].[CH:21]1([CH2:27][C:28](Cl)=[O:29])[CH2:26][CH2:25][CH2:24][CH2:23][CH2:22]1.O. Product: [CH:21]1([CH2:27][C:28]([O:1][C:2]2[C:11]3[C:6](=[N:7][CH:8]=[CH:9][CH:10]=3)[N:5]([C:12]3[CH:13]=[CH:14][CH:15]=[CH:16][CH:17]=3)[C:4](=[O:18])[CH:3]=2)=[O:29])[CH2:26][CH2:25][CH2:24][CH2:23][CH2:22]1. The catalyst class is: 3. (4) Reactant: [CH3:1][O:2][C:3]1[CH:4]=[C:5]2[C:10](=[CH:11][C:12]=1[O:13][CH2:14][CH2:15][O:16][CH3:17])[N:9]=[CH:8][N:7]=[C:6]2[NH:18][C:19]1[C:20]([CH:22]=[C:23]([CH3:27])[C:24](=[O:26])[CH:25]=1)=[O:21].[I:28]I. Product: [I:28][C:25]1[C:24](=[O:26])[C:23]([CH3:27])=[CH:22][C:20](=[O:21])[C:19]=1[NH:18][C:6]1[C:5]2[C:10](=[CH:11][C:12]([O:13][CH2:14][CH2:15][O:16][CH3:17])=[C:3]([O:2][CH3:1])[CH:4]=2)[N:9]=[CH:8][N:7]=1. The catalyst class is: 17. (5) Reactant: [CH2:1]([C:3]1[C:12]([CH2:13][C:14]2[CH:19]=[CH:18][C:17]([C:20]3[CH:24]=[CH:23][N:22]([CH3:25])[N:21]=3)=[CH:16][CH:15]=2)=[CH:11][C:6]([C:7](OC)=[O:8])=[C:5]([CH:26]=O)[CH:4]=1)[CH3:2].[O:28]1[CH2:32][CH2:31][CH2:30][CH:29]1[CH2:33][NH2:34].S([O-])([O-])(=O)=O.[Mg+2]. Product: [CH2:1]([C:3]1[CH:4]=[C:5]2[C:6](=[CH:11][C:12]=1[CH2:13][C:14]1[CH:19]=[CH:18][C:17]([C:20]3[CH:24]=[CH:23][N:22]([CH3:25])[N:21]=3)=[CH:16][CH:15]=1)[C:7](=[O:8])[N:34]([CH2:33][CH:29]1[CH2:30][CH2:31][CH2:32][O:28]1)[CH2:26]2)[CH3:2]. The catalyst class is: 1. (6) Reactant: [CH3:1][O:2][C:3]1[N:8]=[CH:7][C:6](B(O)O)=[CH:5][CH:4]=1.[CH2:12]([C:14]1[CH:15]=[C:16]([CH:18]=[CH:19][CH:20]=1)[NH2:17])[CH3:13].O.O=[CH:23][C:24]([OH:26])=[O:25]. Product: [CH2:12]([C:14]1[CH:15]=[C:16]([NH:17][CH:23]([C:6]2[CH:7]=[N:8][C:3]([O:2][CH3:1])=[CH:4][CH:5]=2)[C:24]([OH:26])=[O:25])[CH:18]=[CH:19][CH:20]=1)[CH3:13]. The catalyst class is: 10. (7) Reactant: [Br:1][C:2]1[CH:3]=[C:4]2[CH:10]=[CH:9][NH:8][C:5]2=[N:6][CH:7]=1.[Cl-].[Al+3].[Cl-].[Cl-].ClC(Cl)(Cl)[C:17](Cl)=[O:18].[C:22](Cl)(=[O:24])C. Product: [Br:1][C:2]1[CH:3]=[C:4]2[C:10]([C:22]([O:18][CH3:17])=[O:24])=[CH:9][NH:8][C:5]2=[N:6][CH:7]=1. The catalyst class is: 98.